From a dataset of Forward reaction prediction with 1.9M reactions from USPTO patents (1976-2016). Predict the product of the given reaction. (1) Given the reactants [F:1][C:2]([F:8])([F:7])[CH2:3][C:4](O)=[O:5].F[P-](F)(F)(F)(F)F.[N:16]1(O[P+](N(C)C)(N(C)C)N(C)C)[C:20]2[CH:21]=[CH:22][CH:23]=[CH:24][C:19]=2N=N1.C(N(CC)CC)C.C1(N)CCCCC1, predict the reaction product. The product is: [CH:20]1([NH:16][C:4](=[O:5])[CH2:3][C:2]([F:8])([F:7])[F:1])[CH2:21][CH2:22][CH2:23][CH2:24][CH2:19]1. (2) The product is: [F:24][C:20]1[CH:19]=[C:18]([C:15]2[CH:14]=[CH:13][C:12]([CH2:11][NH:10][C:8]([C:5]3[N:6]=[CH:7][C:2]([N:27]4[CH:28]=[CH:29][CH:30]=[CH:31][C:26]4=[O:25])=[CH:3][CH:4]=3)=[O:9])=[CH:17][N:16]=2)[CH:23]=[CH:22][N:21]=1. Given the reactants Br[C:2]1[CH:3]=[CH:4][C:5]([C:8]([NH:10][CH2:11][C:12]2[CH:13]=[CH:14][C:15]([C:18]3[CH:23]=[CH:22][N:21]=[C:20]([F:24])[CH:19]=3)=[N:16][CH:17]=2)=[O:9])=[N:6][CH:7]=1.[OH:25][C:26]1[CH:31]=[CH:30][CH:29]=[CH:28][N:27]=1.CN[C@@H]1CCCC[C@H]1NC.C([O-])([O-])=O.[K+].[K+], predict the reaction product. (3) Given the reactants C1(O[C:8](=[O:26])[NH:9][C:10]2[N:11]([C:19]3[CH:24]=[CH:23][CH:22]=[C:21]([F:25])[CH:20]=3)[N:12]=[C:13]([C:15]([CH3:18])([CH3:17])[CH3:16])[CH:14]=2)C=CC=CC=1.[CH3:27][NH:28][C:29]([C:31]1[CH:36]=[C:35]([O:37][C:38]2[CH:43]=[CH:42][C:41]([NH2:44])=[C:40]([C:45]([F:48])([F:47])[F:46])[CH:39]=2)[CH:34]=[CH:33][N:32]=1)=[O:30].C(N(CC)CC)C, predict the reaction product. The product is: [CH3:27][NH:28][C:29]([C:31]1[CH:36]=[C:35]([O:37][C:38]2[CH:43]=[CH:42][C:41]([NH:44][C:8]([NH:9][C:10]3[N:11]([C:19]4[CH:24]=[CH:23][CH:22]=[C:21]([F:25])[CH:20]=4)[N:12]=[C:13]([C:15]([CH3:17])([CH3:18])[CH3:16])[CH:14]=3)=[O:26])=[C:40]([C:45]([F:48])([F:46])[F:47])[CH:39]=2)[CH:34]=[CH:33][N:32]=1)=[O:30]. (4) Given the reactants [CH:1]1([CH:7]=[O:8])[CH2:6][CH2:5][CH:4]=[CH:3][CH2:2]1.[CH:9](C=C)=O.C1CC=CC=1, predict the reaction product. The product is: [CH:5]12[CH2:9][CH:2]([CH:1]([CH:7]=[O:8])[CH2:6]1)[CH:3]=[CH:4]2.